Dataset: Reaction yield outcomes from USPTO patents with 853,638 reactions. Task: Predict the reaction yield, written as a fraction of the theoretical maximum amount of product (1.0 means a 100% yield; for example, 0.34 means a 34% yield). The reactants are [CH:1]1([C:4]2[CH:8]=[C:7]([CH2:9][NH:10][C:11]([C:13]3[C:18](=[O:19])[N:17]([C:20]4[CH:25]=[CH:24][CH:23]=[C:22]([C:26]([F:29])([F:28])[F:27])[CH:21]=4)[C:16]([CH3:30])=[C:15]([CH2:31][CH2:32][CH2:33]OS(C)(=O)=O)[CH:14]=3)=[O:12])[O:6][N:5]=2)[CH2:3][CH2:2]1.[CH3:39][S-:40].[Na+]. The catalyst is CN(C=O)C. The product is [CH:1]1([C:4]2[CH:8]=[C:7]([CH2:9][NH:10][C:11]([C:13]3[C:18](=[O:19])[N:17]([C:20]4[CH:25]=[CH:24][CH:23]=[C:22]([C:26]([F:29])([F:28])[F:27])[CH:21]=4)[C:16]([CH3:30])=[C:15]([CH2:31][CH2:32][CH2:33][S:40][CH3:39])[CH:14]=3)=[O:12])[O:6][N:5]=2)[CH2:2][CH2:3]1. The yield is 0.770.